This data is from Reaction yield outcomes from USPTO patents with 853,638 reactions. The task is: Predict the reaction yield, written as a fraction of the theoretical maximum amount of product (1.0 means a 100% yield; for example, 0.34 means a 34% yield). (1) The reactants are [CH2:1]([O:8][C:9]1[C:10](=[O:19])[C:11]([Cl:18])=[C:12]([CH2:16][OH:17])[N:13]([CH3:15])[CH:14]=1)[C:2]1[CH:7]=[CH:6][CH:5]=[CH:4][CH:3]=1.[Br-].[K+].Cl[O-:23].[Na+].Cl. The catalyst is CC(C)=O.C(=O)(O)[O-].[Na+].O.CC1(C)N([O])C(C)(C)CCC1. The product is [CH2:1]([O:8][C:9]1[C:10](=[O:19])[C:11]([Cl:18])=[C:12]([C:16]([OH:23])=[O:17])[N:13]([CH3:15])[CH:14]=1)[C:2]1[CH:3]=[CH:4][CH:5]=[CH:6][CH:7]=1. The yield is 0.560. (2) The yield is 0.120. The catalyst is C(O)C. The product is [C:1]([C:5]1[CH:10]=[C:9]2[C:8](=[CH:7][C:6]=1[NH2:19])[NH:13][CH:12]=[CH:11]2)([CH3:2])([CH3:3])[CH3:4]. The reactants are [C:1]([C:5]1[C:6]([N+:19]([O-])=O)=[CH:7][C:8]([N+]([O-])=O)=[C:9](/[CH:11]=[CH:12]/[N:13](C)C)[CH:10]=1)([CH3:4])([CH3:3])[CH3:2].O.O.[Sn](Cl)Cl. (3) The reactants are [C:1]([O:5][C:6](=[O:14])[NH:7][CH:8]1[CH2:13][CH2:12][NH:11][CH2:10][CH2:9]1)([CH3:4])([CH3:3])[CH3:2].[O:15]1[CH2:18][CH2:17][C:16]1=O.C(O[BH-](OC(=O)C)OC(=O)C)(=O)C.[Na+]. The catalyst is ClCCCl. The product is [C:1]([O:5][C:6](=[O:14])[NH:7][CH:8]1[CH2:13][CH2:12][N:11]([CH:17]2[CH2:18][O:15][CH2:16]2)[CH2:10][CH2:9]1)([CH3:4])([CH3:2])[CH3:3]. The yield is 0.670.